This data is from NCI-60 drug combinations with 297,098 pairs across 59 cell lines. The task is: Regression. Given two drug SMILES strings and cell line genomic features, predict the synergy score measuring deviation from expected non-interaction effect. (1) Drug 1: CC1=C(C=C(C=C1)NC2=NC=CC(=N2)N(C)C3=CC4=NN(C(=C4C=C3)C)C)S(=O)(=O)N.Cl. Drug 2: CNC(=O)C1=CC=CC=C1SC2=CC3=C(C=C2)C(=NN3)C=CC4=CC=CC=N4. Cell line: UO-31. Synergy scores: CSS=1.83, Synergy_ZIP=-1.50, Synergy_Bliss=0.0411, Synergy_Loewe=-0.494, Synergy_HSA=0.0635. (2) Drug 1: CC1C(C(CC(O1)OC2CC(OC(C2O)C)OC3=CC4=CC5=C(C(=O)C(C(C5)C(C(=O)C(C(C)O)O)OC)OC6CC(C(C(O6)C)O)OC7CC(C(C(O7)C)O)OC8CC(C(C(O8)C)O)(C)O)C(=C4C(=C3C)O)O)O)O. Drug 2: CC12CCC3C(C1CCC2O)C(CC4=C3C=CC(=C4)O)CCCCCCCCCS(=O)CCCC(C(F)(F)F)(F)F. Cell line: SK-MEL-28. Synergy scores: CSS=47.8, Synergy_ZIP=1.01, Synergy_Bliss=0.700, Synergy_Loewe=-34.4, Synergy_HSA=-2.08. (3) Drug 1: CCCS(=O)(=O)NC1=C(C(=C(C=C1)F)C(=O)C2=CNC3=C2C=C(C=N3)C4=CC=C(C=C4)Cl)F. Drug 2: CC1=C(N=C(N=C1N)C(CC(=O)N)NCC(C(=O)N)N)C(=O)NC(C(C2=CN=CN2)OC3C(C(C(C(O3)CO)O)O)OC4C(C(C(C(O4)CO)O)OC(=O)N)O)C(=O)NC(C)C(C(C)C(=O)NC(C(C)O)C(=O)NCCC5=NC(=CS5)C6=NC(=CS6)C(=O)NCCC[S+](C)C)O. Cell line: OVCAR-5. Synergy scores: CSS=-0.390, Synergy_ZIP=-0.0674, Synergy_Bliss=-3.15, Synergy_Loewe=-16.7, Synergy_HSA=-8.66.